Dataset: NCI-60 drug combinations with 297,098 pairs across 59 cell lines. Task: Regression. Given two drug SMILES strings and cell line genomic features, predict the synergy score measuring deviation from expected non-interaction effect. (1) Drug 1: C1C(C(OC1N2C=NC3=C2NC=NCC3O)CO)O. Drug 2: CCC1(C2=C(COC1=O)C(=O)N3CC4=CC5=C(C=CC(=C5CN(C)C)O)N=C4C3=C2)O.Cl. Cell line: HOP-92. Synergy scores: CSS=29.9, Synergy_ZIP=-12.4, Synergy_Bliss=-6.53, Synergy_Loewe=-26.0, Synergy_HSA=-5.67. (2) Drug 2: CC1C(C(CC(O1)OC2CC(CC3=C2C(=C4C(=C3O)C(=O)C5=CC=CC=C5C4=O)O)(C(=O)C)O)N)O. Cell line: SK-MEL-2. Drug 1: C1=C(C(=O)NC(=O)N1)N(CCCl)CCCl. Synergy scores: CSS=64.7, Synergy_ZIP=13.8, Synergy_Bliss=12.6, Synergy_Loewe=-16.1, Synergy_HSA=10.3. (3) Drug 1: CCC1=C2CN3C(=CC4=C(C3=O)COC(=O)C4(CC)O)C2=NC5=C1C=C(C=C5)O. Drug 2: C(CCl)NC(=O)N(CCCl)N=O. Cell line: NCI-H322M. Synergy scores: CSS=-2.94, Synergy_ZIP=-2.51, Synergy_Bliss=-0.409, Synergy_Loewe=-6.50, Synergy_HSA=-4.27. (4) Drug 1: C1=NC2=C(N=C(N=C2N1C3C(C(C(O3)CO)O)O)F)N. Drug 2: C1CCC(C(C1)N)N.C(=O)(C(=O)[O-])[O-].[Pt+4]. Cell line: PC-3. Synergy scores: CSS=28.6, Synergy_ZIP=-8.19, Synergy_Bliss=-0.0106, Synergy_Loewe=-3.15, Synergy_HSA=4.20. (5) Drug 1: C1CCN(CC1)CCOC2=CC=C(C=C2)C(=O)C3=C(SC4=C3C=CC(=C4)O)C5=CC=C(C=C5)O. Drug 2: C1=CN(C=N1)CC(O)(P(=O)(O)O)P(=O)(O)O. Cell line: PC-3. Synergy scores: CSS=-0.836, Synergy_ZIP=1.19, Synergy_Bliss=2.27, Synergy_Loewe=1.06, Synergy_HSA=0.0223. (6) Drug 1: CN(C)C1=NC(=NC(=N1)N(C)C)N(C)C. Drug 2: C1CN1P(=S)(N2CC2)N3CC3. Cell line: UO-31. Synergy scores: CSS=1.48, Synergy_ZIP=-1.10, Synergy_Bliss=0.0854, Synergy_Loewe=-8.30, Synergy_HSA=-1.58. (7) Drug 1: C1CN1P(=S)(N2CC2)N3CC3. Drug 2: C(=O)(N)NO. Cell line: MCF7. Synergy scores: CSS=5.29, Synergy_ZIP=-1.34, Synergy_Bliss=-0.488, Synergy_Loewe=-6.56, Synergy_HSA=-3.45. (8) Drug 1: CC1C(C(CC(O1)OC2CC(CC3=C2C(=C4C(=C3O)C(=O)C5=C(C4=O)C(=CC=C5)OC)O)(C(=O)C)O)N)O.Cl. Drug 2: CC1=C(C(=O)C2=C(C1=O)N3CC4C(C3(C2COC(=O)N)OC)N4)N. Cell line: HCT-15. Synergy scores: CSS=43.5, Synergy_ZIP=3.89, Synergy_Bliss=5.28, Synergy_Loewe=3.68, Synergy_HSA=6.00. (9) Drug 1: CC1C(C(=O)NC(C(=O)N2CCCC2C(=O)N(CC(=O)N(C(C(=O)O1)C(C)C)C)C)C(C)C)NC(=O)C3=C4C(=C(C=C3)C)OC5=C(C(=O)C(=C(C5=N4)C(=O)NC6C(OC(=O)C(N(C(=O)CN(C(=O)C7CCCN7C(=O)C(NC6=O)C(C)C)C)C)C(C)C)C)N)C. Drug 2: C1CCC(C(C1)N)N.C(=O)(C(=O)[O-])[O-].[Pt+4]. Cell line: T-47D. Synergy scores: CSS=24.8, Synergy_ZIP=3.66, Synergy_Bliss=6.29, Synergy_Loewe=5.39, Synergy_HSA=6.23.